Dataset: Orexin1 receptor HTS with 218,158 compounds and 233 confirmed actives. Task: Binary Classification. Given a drug SMILES string, predict its activity (active/inactive) in a high-throughput screening assay against a specified biological target. The molecule is S1(=O)(=O)CC(N(C)C(=O)CSc2[nH]c(CCC)cc(=O)n2)CC1. The result is 0 (inactive).